Dataset: Forward reaction prediction with 1.9M reactions from USPTO patents (1976-2016). Task: Predict the product of the given reaction. Given the reactants Cl[CH2:2][C:3]([NH:5][C:6]1[CH:11]=[CH:10][CH:9]=[CH:8][C:7]=1[CH:12]=O)=[O:4].[OH2:14].[OH-].[K+], predict the reaction product. The product is: [OH:4][C:3]1[C:2]([OH:14])=[CH:12][C:7]2[C:6](=[CH:11][CH:10]=[CH:9][CH:8]=2)[N:5]=1.